From a dataset of NCI-60 drug combinations with 297,098 pairs across 59 cell lines. Regression. Given two drug SMILES strings and cell line genomic features, predict the synergy score measuring deviation from expected non-interaction effect. (1) Drug 1: CC1=C(C=C(C=C1)NC2=NC=CC(=N2)N(C)C3=CC4=NN(C(=C4C=C3)C)C)S(=O)(=O)N.Cl. Drug 2: CC12CCC3C(C1CCC2=O)CC(=C)C4=CC(=O)C=CC34C. Cell line: HOP-92. Synergy scores: CSS=31.0, Synergy_ZIP=1.80, Synergy_Bliss=0.746, Synergy_Loewe=-5.90, Synergy_HSA=1.14. (2) Drug 1: CC1C(C(CC(O1)OC2CC(OC(C2O)C)OC3=CC4=CC5=C(C(=O)C(C(C5)C(C(=O)C(C(C)O)O)OC)OC6CC(C(C(O6)C)O)OC7CC(C(C(O7)C)O)OC8CC(C(C(O8)C)O)(C)O)C(=C4C(=C3C)O)O)O)O. Drug 2: CC1C(C(CC(O1)OC2CC(CC3=C2C(=C4C(=C3O)C(=O)C5=C(C4=O)C(=CC=C5)OC)O)(C(=O)CO)O)N)O.Cl. Cell line: UACC-257. Synergy scores: CSS=43.3, Synergy_ZIP=7.32, Synergy_Bliss=9.25, Synergy_Loewe=-3.71, Synergy_HSA=8.09. (3) Drug 1: CC(C1=C(C=CC(=C1Cl)F)Cl)OC2=C(N=CC(=C2)C3=CN(N=C3)C4CCNCC4)N. Drug 2: CCCCC(=O)OCC(=O)C1(CC(C2=C(C1)C(=C3C(=C2O)C(=O)C4=C(C3=O)C=CC=C4OC)O)OC5CC(C(C(O5)C)O)NC(=O)C(F)(F)F)O. Cell line: OVCAR3. Synergy scores: CSS=0.435, Synergy_ZIP=1.59, Synergy_Bliss=2.64, Synergy_Loewe=-0.178, Synergy_HSA=0.158. (4) Drug 1: CC1=C(C(CCC1)(C)C)C=CC(=CC=CC(=CC(=O)O)C)C. Drug 2: CC12CCC3C(C1CCC2O)C(CC4=C3C=CC(=C4)O)CCCCCCCCCS(=O)CCCC(C(F)(F)F)(F)F. Cell line: A549. Synergy scores: CSS=15.2, Synergy_ZIP=-3.54, Synergy_Bliss=6.86, Synergy_Loewe=0.151, Synergy_HSA=7.23. (5) Drug 1: COC1=C(C=C2C(=C1)N=CN=C2NC3=CC(=C(C=C3)F)Cl)OCCCN4CCOCC4. Drug 2: CC1=CC2C(CCC3(C2CCC3(C(=O)C)OC(=O)C)C)C4(C1=CC(=O)CC4)C. Cell line: SK-MEL-2. Synergy scores: CSS=21.8, Synergy_ZIP=-4.55, Synergy_Bliss=-0.274, Synergy_Loewe=-24.5, Synergy_HSA=-2.53. (6) Drug 1: CC(C1=C(C=CC(=C1Cl)F)Cl)OC2=C(N=CC(=C2)C3=CN(N=C3)C4CCNCC4)N. Drug 2: C1CC(=O)NC(=O)C1N2C(=O)C3=CC=CC=C3C2=O. Cell line: CAKI-1. Synergy scores: CSS=10.5, Synergy_ZIP=-3.26, Synergy_Bliss=0.367, Synergy_Loewe=-10.3, Synergy_HSA=0.313. (7) Drug 1: CC=C1C(=O)NC(C(=O)OC2CC(=O)NC(C(=O)NC(CSSCCC=C2)C(=O)N1)C(C)C)C(C)C. Drug 2: CCN(CC)CCCC(C)NC1=C2C=C(C=CC2=NC3=C1C=CC(=C3)Cl)OC. Cell line: HT29. Synergy scores: CSS=79.1, Synergy_ZIP=-0.857, Synergy_Bliss=-2.31, Synergy_Loewe=-51.4, Synergy_HSA=-2.34.